This data is from Forward reaction prediction with 1.9M reactions from USPTO patents (1976-2016). The task is: Predict the product of the given reaction. (1) Given the reactants [Li+].[BH4-].[NH2:3][C:4]1[C:5]([F:15])=[C:6]([CH:11]=[C:12]([Br:14])[CH:13]=1)[C:7](OC)=[O:8].CO.[NH4+].[Cl-], predict the reaction product. The product is: [NH2:3][C:4]1[C:5]([F:15])=[C:6]([CH2:7][OH:8])[CH:11]=[C:12]([Br:14])[CH:13]=1. (2) Given the reactants [Cl:1][C:2]1[C:10]([O:11][CH2:12][CH2:13][N:14]2[CH:18]=[N:17][N:16]=[N:15]2)=[C:9]([Cl:19])[CH:8]=[CH:7][C:3]=1[C:4]([OH:6])=[O:5].S(Cl)(Cl)=O, predict the reaction product. The product is: [Cl:1][C:2]1[C:10]([O:11][CH2:12][CH2:13][N:14]2[CH:18]=[N:17][N:16]=[N:15]2)=[C:9]([Cl:19])[CH:8]=[CH:7][C:3]=1[C:4]([O:6][C:8]1[CH2:7][CH2:3][CH2:2][C:10](=[O:11])[CH:9]=1)=[O:5]. (3) Given the reactants [S:1]1[C:5]2[CH:6]=[C:7]([N:10]3[CH2:15][CH2:14][N:13]([C:16]([O:18][C:19]([CH3:22])([CH3:21])[CH3:20])=[O:17])[C@H:12]([CH3:23])[CH2:11]3)[CH:8]=[CH:9][C:4]=2[CH:3]=[CH:2]1.C([Li])(C)(C)C.[Cl:29]N1C(=O)CCC1=O, predict the reaction product. The product is: [Cl:29][C:2]1[S:1][C:5]2[CH:6]=[C:7]([N:10]3[CH2:15][CH2:14][N:13]([C:16]([O:18][C:19]([CH3:22])([CH3:21])[CH3:20])=[O:17])[C@H:12]([CH3:23])[CH2:11]3)[CH:8]=[CH:9][C:4]=2[CH:3]=1. (4) Given the reactants C(=O)([O-])[O-].[K+].[K+].[CH3:7][C:8]([Si:11]([CH3:33])([CH3:32])[O:12][CH2:13][C@@H:14]([O:16][C:17]1[CH:18]=[C:19]([CH:28]=[C:29]([OH:31])[CH:30]=1)[C:20]([NH:22][C:23]1[S:24][CH:25]=[CH:26][N:27]=1)=[O:21])[CH3:15])([CH3:10])[CH3:9].[N:34]1([C:38]([C:40]2[CH:41]=[CH:42][C:43](Cl)=[N:44][CH:45]=2)=[O:39])[CH2:37][CH2:36][CH2:35]1, predict the reaction product. The product is: [N:34]1([C:38]([C:40]2[CH:41]=[CH:42][C:43]([O:31][C:29]3[CH:28]=[C:19]([CH:18]=[C:17]([O:16][C@@H:14]([CH3:15])[CH2:13][O:12][Si:11]([C:8]([CH3:9])([CH3:10])[CH3:7])([CH3:33])[CH3:32])[CH:30]=3)[C:20]([NH:22][C:23]3[S:24][CH:25]=[CH:26][N:27]=3)=[O:21])=[N:44][CH:45]=2)=[O:39])[CH2:37][CH2:36][CH2:35]1. (5) Given the reactants [CH:1]([C:4]1[C:8]([CH2:9][CH2:10][CH2:11][OH:12])=[CH:7][N:6]([C:13]2[CH:18]=[CH:17][C:16]([C:19]([F:22])([F:21])[F:20])=[CH:15][N:14]=2)[N:5]=1)([CH3:3])[CH3:2].[CH2:23]([O:25][C:26]1[C:27](O)=[C:28]([CH2:32][C:33]([O:35]C)=[O:34])[CH:29]=[CH:30][CH:31]=1)[CH3:24].C(P(CCCC)CCCC)CCC.N(C(N1CCCCC1)=O)=NC(N1CCCCC1)=O, predict the reaction product. The product is: [CH2:23]([O:25][C:26]1[C:27]([O:12][CH2:11][CH2:10][CH2:9][C:8]2[C:4]([CH:1]([CH3:3])[CH3:2])=[N:5][N:6]([C:13]3[CH:18]=[CH:17][C:16]([C:19]([F:21])([F:20])[F:22])=[CH:15][N:14]=3)[CH:7]=2)=[C:28]([CH2:32][C:33]([OH:35])=[O:34])[CH:29]=[CH:30][CH:31]=1)[CH3:24]. (6) The product is: [F:24][C:2]([F:1])([F:23])[O:3][C:4]1[CH:5]=[CH:6][C:7]([N:10]2[CH:14]=[N:13][C:12]([C:15]3[CH:22]=[CH:21][C:18]([CH2:19][NH2:20])=[CH:17][CH:16]=3)=[N:11]2)=[CH:8][CH:9]=1. Given the reactants [F:1][C:2]([F:24])([F:23])[O:3][C:4]1[CH:9]=[CH:8][C:7]([N:10]2[CH:14]=[N:13][C:12]([C:15]3[CH:22]=[CH:21][C:18]([C:19]#[N:20])=[CH:17][CH:16]=3)=[N:11]2)=[CH:6][CH:5]=1, predict the reaction product.